Predict which catalyst facilitates the given reaction. From a dataset of Catalyst prediction with 721,799 reactions and 888 catalyst types from USPTO. (1) Reactant: [Cl:1][C:2]1[CH:3]=[C:4]2[C:9](=[CH:10][CH:11]=1)[NH:8][CH:7]([C:12]1[CH:18]=[CH:17][CH:16]=[CH:15][C:13]=1[NH2:14])[CH2:6][C:5]2([CH3:20])[CH3:19].N1C=CC=CC=1.[F:27][C:28]1[CH:33]=[CH:32][C:31]([S:34](Cl)(=[O:36])=[O:35])=[CH:30][CH:29]=1. Product: [Cl:1][C:2]1[CH:3]=[C:4]2[C:9](=[CH:10][CH:11]=1)[NH:8][CH:7]([C:12]1[CH:18]=[CH:17][CH:16]=[CH:15][C:13]=1[NH:14][S:34]([C:31]1[CH:32]=[CH:33][C:28]([F:27])=[CH:29][CH:30]=1)(=[O:36])=[O:35])[CH2:6][C:5]2([CH3:20])[CH3:19]. The catalyst class is: 4. (2) Reactant: [O:1]=[C:2]1[C:6](=[CH:7][C:8]2[O:12][C:11]([C:13]3[CH:21]=[CH:20][CH:19]=[CH:18][C:14]=3[C:15]([OH:17])=O)=[CH:10][CH:9]=2)[S:5][C:4](=[S:22])[NH:3]1.CN(C(ON1N=NC2C=CC=CC1=2)=[N+](C)C)C.F[P-](F)(F)(F)(F)F.CCN(C(C)C)C(C)C.[CH3:56][N:57]1[CH2:63][CH2:62][CH2:61][NH:60][CH2:59][CH2:58]1. Product: [CH3:56][N:57]1[CH2:63][CH2:62][CH2:61][N:60]([C:15]([C:14]2[CH:18]=[CH:19][CH:20]=[CH:21][C:13]=2[C:11]2[O:12][C:8]([CH:7]=[C:6]3[S:5][C:4](=[S:22])[NH:3][C:2]3=[O:1])=[CH:9][CH:10]=2)=[O:17])[CH2:59][CH2:58]1. The catalyst class is: 37. (3) Reactant: [F-].C([N+](CCCC)(CCCC)CCCC)CCC.[C:19]([O:22][CH:23]1[C:24]([O:68][CH:69]([O:71][CH2:72][CH3:73])[CH3:70])([CH3:67])[CH2:25][CH2:26][CH:27]([O:59][Si](C(C)(C)C)(C)C)[CH2:28][C:29]([O:31][CH:32](/[C:37](/[CH3:58])=[CH:38]/[CH:39]=[CH:40]/[CH:41]([CH3:57])[CH2:42][CH:43]2[O:56][CH:44]2[CH:45]([CH3:55])[CH:46]([O:49][CH:50]([O:52][CH2:53][CH3:54])[CH3:51])[CH2:47][CH3:48])[CH:33]([CH3:36])[CH:34]=[CH:35]1)=[O:30])(=[O:21])[CH3:20]. Product: [C:19]([O:22][CH:23]1[C:24]([O:68][CH:69]([O:71][CH2:72][CH3:73])[CH3:70])([CH3:67])[CH2:25][CH2:26][CH:27]([OH:59])[CH2:28][C:29]([O:31][CH:32](/[C:37](/[CH3:58])=[CH:38]/[CH:39]=[CH:40]/[CH:41]([CH3:57])[CH2:42][CH:43]2[O:56][CH:44]2[CH:45]([CH3:55])[CH:46]([O:49][CH:50]([O:52][CH2:53][CH3:54])[CH3:51])[CH2:47][CH3:48])[CH:33]([CH3:36])[CH:34]=[CH:35]1)=[O:30])(=[O:21])[CH3:20]. The catalyst class is: 54. (4) Reactant: [CH3:1][C:2]1([CH3:11])[C@H:7]2[CH2:8][C@@H:3]1[CH2:4][CH2:5][C@@H:6]2[CH2:9][OH:10].[H-].[Na+].[F:14][C:15]1[CH:22]=[CH:21][CH:20]=[C:19](F)[C:16]=1[C:17]#[N:18]. The catalyst class is: 9. Product: [F:14][C:15]1[CH:22]=[CH:21][C:20]([O:10][CH2:9][C@H:6]2[CH2:5][CH2:4][C@H:3]3[CH2:8][C@@H:7]2[C:2]3([CH3:11])[CH3:1])=[CH:19][C:16]=1[C:17]#[N:18].